This data is from Reaction yield outcomes from USPTO patents with 853,638 reactions. The task is: Predict the reaction yield, written as a fraction of the theoretical maximum amount of product (1.0 means a 100% yield; for example, 0.34 means a 34% yield). (1) The reactants are [Cl:1][C:2]1[CH:7]=[C:6]([C:8](O)=[O:9])[C:5]([Cl:11])=[CH:4][N:3]=1.B.C1COCC1. The catalyst is O1CCCC1. The product is [Cl:1][C:2]1[CH:7]=[C:6]([CH2:8][OH:9])[C:5]([Cl:11])=[CH:4][N:3]=1. The yield is 0.810. (2) The reactants are [N+:1]([C:4]1[CH:8]=[N:7][NH:6][C:5]=1[NH2:9])([O-:3])=[O:2].CN(C)[CH:12]=[CH:13][C:14]([C:16]1[CH:17]=[C:18]([N:22]([CH2:29][C:30]#[CH:31])[S:23]([CH:26]([CH3:28])[CH3:27])(=[O:25])=[O:24])[CH:19]=[CH:20][CH:21]=1)=O.C(OCC)(=O)C. The catalyst is C(O)(=O)C. The product is [N+:1]([C:4]1[CH:8]=[N:7][N:6]2[C:14]([C:16]3[CH:17]=[C:18]([N:22]([CH2:29][C:30]#[CH:31])[S:23]([CH:26]([CH3:27])[CH3:28])(=[O:25])=[O:24])[CH:19]=[CH:20][CH:21]=3)=[CH:13][CH:12]=[N:9][C:5]=12)([O-:3])=[O:2]. The yield is 0.250. (3) The reactants are C[O:2][C:3](=O)[C:4]1[CH:9]=[C:8]([C:10]#[N:11])[CH:7]=[CH:6][C:5]=1[CH2:12][N:13]([CH2:22][C:23]1[C:28]([CH3:29])=[CH:27][CH:26]=[CH:25][N:24]=1)[CH:14]([C:16]1[CH:21]=[CH:20][CH:19]=[CH:18][N:17]=1)[CH3:15].[H-].[H-].[H-].[H-].[Li+].[Al+3].C(C(C(C([O-])=O)O)O)([O-])=O. The catalyst is C1COCC1. The product is [NH2:11][CH2:10][C:8]1[CH:7]=[CH:6][C:5]([CH2:12][N:13]([CH2:22][C:23]2[C:28]([CH3:29])=[CH:27][CH:26]=[CH:25][N:24]=2)[CH:14]([C:16]2[CH:21]=[CH:20][CH:19]=[CH:18][N:17]=2)[CH3:15])=[C:4]([CH2:3][OH:2])[CH:9]=1. The yield is 0.0900. (4) The reactants are [NH:1]1[C:9]2[C:4](=[CH:5][CH:6]=[CH:7][CH:8]=2)[C:3]2([C:21]3[C:12](=[CH:13][C:14]4[O:19][CH2:18][CH2:17][O:16][C:15]=4[CH:20]=3)[O:11][CH2:10]2)[C:2]1=[O:22].C(=O)([O-])[O-].[Cs+].[Cs+].Cl[CH2:30][C:31]1[CH:36]=[CH:35][CH:34]=[C:33]([C:37]([F:40])([F:39])[F:38])[N:32]=1.CN(C)C=O. The catalyst is O.C(OCC)(=O)C. The product is [F:40][C:37]([F:38])([F:39])[C:33]1[N:32]=[C:31]([CH2:30][N:1]2[C:9]3[C:4](=[CH:5][CH:6]=[CH:7][CH:8]=3)[C:3]3([C:21]4[C:12](=[CH:13][C:14]5[O:19][CH2:18][CH2:17][O:16][C:15]=5[CH:20]=4)[O:11][CH2:10]3)[C:2]2=[O:22])[CH:36]=[CH:35][CH:34]=1. The yield is 0.700. (5) The reactants are [CH:1]1([C:7]2[C:12](=[O:13])[N:11]3[N:14]=[C:15]([C:17](O)=[O:18])[CH:16]=[C:10]3[NH:9][C:8]=2[C:20]2[O:21][CH:22]=[CH:23][CH:24]=2)[CH2:6][CH2:5][CH2:4][CH2:3][CH2:2]1.C1(C)[C:26]([S:31]([NH2:34])(=[O:33])=[O:32])=CC=CC=1.[CH:45]1(N=C=N[CH:45]2[CH2:50][CH2:49][CH2:48][CH2:47][CH2:46]2)[CH2:50][CH2:49][CH2:48][CH2:47][CH2:46]1. The catalyst is ClCCl.CN(C1C=CN=CC=1)C. The product is [CH:1]1([C:7]2[C:12](=[O:13])[N:11]3[N:14]=[C:15]([C:17]([NH:34][S:31]([CH2:26][C:45]4[CH:46]=[CH:47][CH:48]=[CH:49][CH:50]=4)(=[O:33])=[O:32])=[O:18])[CH:16]=[C:10]3[NH:9][C:8]=2[C:20]2[O:21][CH:22]=[CH:23][CH:24]=2)[CH2:2][CH2:3][CH2:4][CH2:5][CH2:6]1. The yield is 0.170. (6) The reactants are Br[C:2]1[CH:10]=[CH:9][CH:8]=[C:7]2[C:3]=1[C:4]1([C:22]3[C:13](=[CH:14][C:15]4[O:20][CH2:19][CH2:18][O:17][C:16]=4[CH:21]=3)[O:12][CH2:11]1)[CH2:5][NH:6]2.C([Li])(C)(C)C.B(OC)(OC)[O:29]C.OO.[OH2:37]. The catalyst is O1CCCC1. The product is [OH:37][C:2]1[CH:10]=[CH:9][CH:8]=[C:7]2[C:3]=1[C:4]1([C:22]3[C:13](=[CH:14][C:15]4[O:20][CH2:19][CH2:18][O:17][C:16]=4[CH:21]=3)[O:12][CH2:11]1)[C:5](=[O:29])[NH:6]2. The yield is 0.0200. (7) The reactants are [CH3:1][C:2]1[CH:10]=[CH:9][C:5]([C:6]([OH:8])=O)=[CH:4][C:3]=1[N+:11]([O-:13])=[O:12].C(N(CC)CC)C.ClC(OCC(C)C)=O.[C:29]([NH:32][NH2:33])(=[O:31])[CH3:30]. The catalyst is C(OCC)(=O)C.ClCCl. The product is [C:29]([NH:32][NH:33][C:6](=[O:8])[C:5]1[CH:9]=[CH:10][C:2]([CH3:1])=[C:3]([N+:11]([O-:13])=[O:12])[CH:4]=1)(=[O:31])[CH3:30]. The yield is 0.440.